Dataset: Catalyst prediction with 721,799 reactions and 888 catalyst types from USPTO. Task: Predict which catalyst facilitates the given reaction. (1) Reactant: [F:1][C:2]1[CH:3]=[C:4]2[C:8](=[CH:9][CH:10]=1)[NH:7][C:6](=[O:11])[C:5]2=[N:12][N:13]=[CH:14][C:15]1[NH:19][C:18]([CH3:20])=[C:17]([C:21]([NH:23][CH2:24][CH2:25][CH2:26][CH2:27][C:28]([OH:30])=O)=[O:22])[C:16]=1[CH3:31].Cl.C(N=C=NCCCN(C)C)C.O[C:45]1[C:53]2[N:52]=N[NH:50][C:49]=2[CH:48]=[CH:47][CH:46]=1.C(N(CC)CC)C.C1(N)C=CC=CC=1N. Product: [F:1][C:2]1[CH:3]=[C:4]2[C:8](=[CH:9][CH:10]=1)[NH:7][C:6](=[O:11])[C:5]2=[N:12][N:13]=[CH:14][C:15]1[NH:19][C:18]([CH3:20])=[C:17]([C:21]([NH:23][CH2:24][CH2:25][CH2:26][CH2:27][C:28]([NH:50][C:49]2[CH:48]=[CH:47][CH:46]=[CH:45][C:53]=2[NH2:52])=[O:30])=[O:22])[C:16]=1[CH3:31]. The catalyst class is: 650. (2) Reactant: [C:1]([NH:4][C@H:5]([CH2:16][C:17]1[CH:22]=[CH:21][C:20]([C:23]2[CH:28]=[CH:27][CH:26]=[CH:25][CH:24]=2)=[CH:19][CH:18]=1)[C:6]([N:8]1[CH2:12][CH2:11][CH2:10][C@H:9]1[C:13]([OH:15])=O)=[O:7])(=[O:3])[CH3:2].[NH2:29][CH2:30][C:31]1[CH:32]=[C:33]2[C:38](=[CH:39][CH:40]=1)[C:37]([NH2:41])=[N:36][CH:35]=[CH:34]2.CN1CCOCC1.F[B-](F)(F)F.N1(OC(N(C)C)=[N+](C)C)C2C=CC=CC=2N=N1. Product: [NH2:41][C:37]1[C:38]2[C:33](=[CH:32][C:31]([CH2:30][NH:29][C:13]([C@@H:9]3[CH2:10][CH2:11][CH2:12][N:8]3[C:6](=[O:7])[C@H:5]([NH:4][C:1](=[O:3])[CH3:2])[CH2:16][C:17]3[CH:18]=[CH:19][C:20]([C:23]4[CH:24]=[CH:25][CH:26]=[CH:27][CH:28]=4)=[CH:21][CH:22]=3)=[O:15])=[CH:40][CH:39]=2)[CH:34]=[CH:35][N:36]=1. The catalyst class is: 9. (3) Reactant: [C:1]([O:5][C:6]([NH:8][C@@H:9]([CH2:20][CH3:21])[C:10]([N:12]1[CH2:19][CH2:18][CH2:17][C@H:13]1[C:14]([OH:16])=O)=[O:11])=[O:7])([CH3:4])([CH3:3])[CH3:2].C(N1CCOCC1)C.ClC(OCC(C)C)=O.[CH2:38]([NH2:42])[CH2:39][CH2:40][CH3:41]. Product: [CH2:38]([NH:42][C:14](=[O:16])[C@@H:13]1[CH2:17][CH2:18][CH2:19][N:12]1[C:10](=[O:11])[C@@H:9]([NH:8][C:6]([O:5][C:1]([CH3:2])([CH3:3])[CH3:4])=[O:7])[CH2:20][CH3:21])[CH2:39][CH2:40][CH3:41]. The catalyst class is: 595. (4) Reactant: [CH3:1][O:2][C:3](=[O:16])[C@@H:4]1[CH2:8][CH2:7][CH2:6][N:5]1[C:9]([O:11][C:12]([CH3:15])([CH3:14])[CH3:13])=[O:10].C[Si]([N-][Si](C)(C)C)(C)C.[K+].[Br:27][C:28]1[CH:35]=[CH:34][C:31]([CH2:32]Br)=[CH:30][CH:29]=1. Product: [CH3:1][O:2][C:3](=[O:16])[C@:4]1([CH2:32][C:31]2[CH:34]=[CH:35][C:28]([Br:27])=[CH:29][CH:30]=2)[CH2:8][CH2:7][CH2:6][N:5]1[C:9]([O:11][C:12]([CH3:13])([CH3:15])[CH3:14])=[O:10]. The catalyst class is: 49.